Dataset: Forward reaction prediction with 1.9M reactions from USPTO patents (1976-2016). Task: Predict the product of the given reaction. (1) Given the reactants C([O:4][C:5]1[CH:10]=[CH:9][C:8]([C:11]2[CH:12]([CH2:25][CH2:26][CH3:27])[O:13][C:14]3[C:19]([CH:20]=2)=[CH:18][CH:17]=[C:16]([O:21]C(=O)C)[CH:15]=3)=[CH:7][CH:6]=1)(=O)C.C(O)(=O)C.O, predict the reaction product. The product is: [OH:4][C:5]1[CH:10]=[CH:9][C:8]([C:11]2[CH:12]([CH2:25][CH2:26][CH3:27])[O:13][C:14]3[C:19]([CH:20]=2)=[CH:18][CH:17]=[C:16]([OH:21])[CH:15]=3)=[CH:7][CH:6]=1. (2) Given the reactants COCCOC.CC1(C)C(C)(C)OB([C:15]2[S:19][C:18]3[CH:20]=[CH:21][CH:22]=[CH:23][C:17]=3[C:16]=2[CH3:24])O1.[C:26]([O:30][C:31]([N:33]1[CH2:38][CH2:37][CH:36]([N:39]2[CH:43]=[C:42]([C:44]3[CH:45]=[N:46][C:47]([NH2:51])=[C:48](Br)[CH:49]=3)[CH:41]=[N:40]2)[CH2:35][CH2:34]1)=[O:32])([CH3:29])([CH3:28])[CH3:27].C(=O)([O-])[O-].[K+].[K+], predict the reaction product. The product is: [C:26]([O:30][C:31]([N:33]1[CH2:38][CH2:37][CH:36]([N:39]2[CH:43]=[C:42]([C:44]3[CH:45]=[N:46][C:47]([NH2:51])=[C:48]([C:15]4[S:19][C:18]5[CH:20]=[CH:21][CH:22]=[CH:23][C:17]=5[C:16]=4[CH3:24])[CH:49]=3)[CH:41]=[N:40]2)[CH2:35][CH2:34]1)=[O:32])([CH3:29])([CH3:27])[CH3:28]. (3) The product is: [N+:14]([C:6]1[C:5]([NH:4][C:1](=[O:3])[CH3:2])=[CH:13][CH:12]=[C:11]2[C:7]=1[CH:8]=[N:9][NH:10]2)([O-:16])=[O:15]. Given the reactants [C:1]([NH:4][C:5]1[CH:6]=[C:7]2[C:11](=[CH:12][CH:13]=1)[NH:10][N:9]=[CH:8]2)(=[O:3])[CH3:2].[N+:14]([O-])([OH:16])=[O:15], predict the reaction product. (4) Given the reactants Br[C:2]1[N:3]=[C:4]([CH2:7][OH:8])[S:5][CH:6]=1.C1(P(C2CCCCC2)C2C=CC=CC=2C2C(N(C)C)=CC=CC=2N(C)C)CCCCC1.[Cl-].[CH3:41][C:42]1[CH:43]=[C:44]([CH:47]=[CH:48][CH:49]=1)[CH2:45][Zn+].C1COCC1, predict the reaction product. The product is: [CH3:41][C:42]1[CH:43]=[C:44]([CH:47]=[CH:48][CH:49]=1)[CH2:45][C:2]1[N:3]=[C:4]([CH2:7][OH:8])[S:5][CH:6]=1. (5) Given the reactants [SH:1][C:2]1[S:3][C:4]([CH2:8][C:9]([O:11][CH3:12])=[O:10])=[C:5]([CH3:7])[N:6]=1.Cl[CH2:14][C:15]1[CH:34]=[CH:33][C:18]([O:19][CH2:20][C:21]2[N:22]=[C:23]([C:27]3[CH:32]=[CH:31][CH:30]=[CH:29][CH:28]=3)[O:24][C:25]=2[CH3:26])=[CH:17][CH:16]=1.C(=O)([O-])[O-].[K+].[K+].CN(C)C=O, predict the reaction product. The product is: [CH3:7][C:5]1[N:6]=[C:2]([S:1][CH2:14][C:15]2[CH:16]=[CH:17][C:18]([O:19][CH2:20][C:21]3[N:22]=[C:23]([C:27]4[CH:32]=[CH:31][CH:30]=[CH:29][CH:28]=4)[O:24][C:25]=3[CH3:26])=[CH:33][CH:34]=2)[S:3][C:4]=1[CH2:8][C:9]([O:11][CH3:12])=[O:10]. (6) Given the reactants [CH2:1]([C:3]1[C:8](=[O:9])[NH:7][C:6]([CH3:10])=[C:5]([C:11]2[S:15][C:14]([S:16]([Cl:19])(=[O:18])=[O:17])=[CH:13][CH:12]=2)[CH:4]=1)[CH3:2].[NH:20]1[C:24]2[CH:25]=[CH:26][CH:27]=[CH:28][C:23]=2[N:22]=[C:21]1[CH2:29][NH2:30], predict the reaction product. The product is: [ClH:19].[NH:20]1[C:24]2[CH:25]=[CH:26][CH:27]=[CH:28][C:23]=2[N:22]=[C:21]1[CH2:29][NH:30][S:16]([C:14]1[S:15][C:11]([C:5]2[CH:4]=[C:3]([CH2:1][CH3:2])[C:8](=[O:9])[NH:7][C:6]=2[CH3:10])=[CH:12][CH:13]=1)(=[O:18])=[O:17]. (7) Given the reactants C(=O)([O-])[O-].[Cs+].[Cs+].[CH3:7][C:8]1[CH:13]=[CH:12][C:11]([C:14]2[N:15]=[N:16][N:17]([CH3:19])[CH:18]=2)=[CH:10][C:9]=1[OH:20].[CH2:21]([O:23][C:24]([C:26]1[C:27]2[S:35][CH:34]=[C:33]([CH2:36]Br)[C:28]=2[C:29]([Cl:32])=[N:30][CH:31]=1)=[O:25])[CH3:22], predict the reaction product. The product is: [CH2:21]([O:23][C:24]([C:26]1[C:27]2[S:35][CH:34]=[C:33]([CH2:36][O:20][C:9]3[CH:10]=[C:11]([C:14]4[N:15]=[N:16][N:17]([CH3:19])[CH:18]=4)[CH:12]=[CH:13][C:8]=3[CH3:7])[C:28]=2[C:29]([Cl:32])=[N:30][CH:31]=1)=[O:25])[CH3:22].